Dataset: Full USPTO retrosynthesis dataset with 1.9M reactions from patents (1976-2016). Task: Predict the reactants needed to synthesize the given product. (1) Given the product [NH:1]([C:28]([O:30][C:31]([CH3:34])([CH3:33])[CH3:32])=[O:29])[C@H:2]([C:25]([OH:27])=[O:26])[CH2:3][CH2:4][CH2:5][CH2:6][NH2:7].[CH2:35]([N-:47][CH2:48][CH2:49][CH2:50][CH2:51][CH2:52][CH2:53][CH2:54][CH2:55][CH2:56][CH2:57][CH2:58][CH2:59][CH2:60][CH3:61])[CH2:36][CH2:37][CH2:38][CH2:39][CH2:40][CH2:41][CH2:42][CH2:43][CH2:44][CH2:45][CH3:46], predict the reactants needed to synthesize it. The reactants are: [NH:1]([C:28]([O:30][C:31]([CH3:34])([CH3:33])[CH3:32])=[O:29])[C@H:2]([C:25]([OH:27])=[O:26])[CH2:3][CH2:4][CH2:5][CH2:6][NH:7]C(OCC1C2C(=CC=CC=2)C2C1=CC=CC=2)=O.[CH2:35]([N-:47][CH2:48][CH2:49][CH2:50][CH2:51][CH2:52][CH2:53][CH2:54][CH2:55][CH2:56][CH2:57][CH2:58][CH2:59][CH2:60][CH3:61])[CH2:36][CH2:37][CH2:38][CH2:39][CH2:40][CH2:41][CH2:42][CH2:43][CH2:44][CH2:45][CH3:46].C(NCC)C. (2) Given the product [C:7]([N:6]1[C:2]([C:32]2[CH:33]=[CH:34][C:29]([C:28]([F:39])([F:38])[F:27])=[CH:30][CH:31]=2)=[C:3]([C:11]2[S:12][CH:13]=[C:14]([CH2:16][C:17]([NH:19][CH2:20][CH:21]3[CH2:26][CH2:25][O:24][CH2:23][CH2:22]3)=[O:18])[N:15]=2)[CH:4]=[N:5]1)([CH3:10])([CH3:9])[CH3:8], predict the reactants needed to synthesize it. The reactants are: Br[C:2]1[N:6]([C:7]([CH3:10])([CH3:9])[CH3:8])[N:5]=[CH:4][C:3]=1[C:11]1[S:12][CH:13]=[C:14]([CH2:16][C:17]([NH:19][CH2:20][CH:21]2[CH2:26][CH2:25][O:24][CH2:23][CH2:22]2)=[O:18])[N:15]=1.[F:27][C:28]([F:39])([F:38])[C:29]1[CH:34]=[CH:33][C:32](B(O)O)=[CH:31][CH:30]=1. (3) Given the product [Cl:1][C:2]1[CH:3]=[CH:4][C:5]([N:22]2[CH2:26][CH2:25][CH2:24][CH2:23]2)=[C:6]([CH2:8][N:9]2[CH2:10][CH2:11][NH:12][CH2:13][CH2:14]2)[CH:7]=1, predict the reactants needed to synthesize it. The reactants are: [Cl:1][C:2]1[CH:3]=[CH:4][C:5]([N:22]2[CH2:26][CH2:25][CH2:24][CH2:23]2)=[C:6]([CH2:8][N:9]2[CH2:14][CH2:13][N:12](C(OC(C)(C)C)=O)[CH2:11][CH2:10]2)[CH:7]=1.FC(F)(F)C(O)=O. (4) Given the product [Cl:20][C:18]1[CH:19]=[C:14]([C:8]2[C:7]3[N:21]([CH2:22][C@H:23]4[CH2:28][CH2:27][C@H:26]([CH3:29])[CH2:25][CH2:24]4)[C:4]([N:33]4[CH2:34][C:35](=[O:36])[NH:30][C@H:31]5[CH2:39][CH2:38][CH2:37][C@H:32]45)=[N:5][C:6]=3[CH:11]=[C:10]([C:12]#[N:13])[N:9]=2)[CH:15]=[N:16][CH:17]=1, predict the reactants needed to synthesize it. The reactants are: [F-].[K+].Br[C:4]1[N:21]([CH2:22][C@H:23]2[CH2:28][CH2:27][C@H:26]([CH3:29])[CH2:25][CH2:24]2)[C:7]2[C:8]([C:14]3[CH:15]=[N:16][CH:17]=[C:18]([Cl:20])[CH:19]=3)=[N:9][C:10]([C:12]#[N:13])=[CH:11][C:6]=2[N:5]=1.[NH:30]1[C:35](=[O:36])[CH2:34][NH:33][C@H:32]2[CH2:37][CH2:38][CH2:39][C@H:31]12.CCN(C(C)C)C(C)C. (5) Given the product [OH:23][CH2:22][C@H:19]1[O:18][CH2:17][C@@H:16]([C:10]2[CH:11]=[CH:12][CH:13]=[CH:14][CH:15]=2)[N:21]([C:2]([O:4][CH2:5][C:6]([Cl:9])([Cl:8])[Cl:7])=[O:3])[CH2:20]1, predict the reactants needed to synthesize it. The reactants are: Cl[C:2]([O:4][CH2:5][C:6]([Cl:9])([Cl:8])[Cl:7])=[O:3].[C:10]1([C@H:16]2[NH:21][CH2:20][C@@H:19]([CH2:22][OH:23])[O:18][CH2:17]2)[CH:15]=[CH:14][CH:13]=[CH:12][CH:11]=1.[OH-].[Na+]. (6) Given the product [CH3:1][C:2]1[CH:7]=[C:6]([CH3:8])[CH:5]=[CH:4][C:3]=1[S:9][C:10]1[CH:15]=[CH:14][CH:13]=[CH:12][C:11]=1/[CH:16]=[CH:17]/[C:18]([NH:21][CH:22]([CH3:30])[CH2:23][CH2:24][CH2:25][C:26]([OH:28])([CH3:29])[CH3:27])=[O:20], predict the reactants needed to synthesize it. The reactants are: [CH3:1][C:2]1[CH:7]=[C:6]([CH3:8])[CH:5]=[CH:4][C:3]=1[S:9][C:10]1[CH:15]=[CH:14][CH:13]=[CH:12][C:11]=1/[CH:16]=[CH:17]/[C:18]([OH:20])=O.[NH2:21][CH:22]([CH3:30])[CH2:23][CH2:24][CH2:25][C:26]([CH3:29])([OH:28])[CH3:27]. (7) Given the product [CH:1]1([NH:4][C:5]([NH:6][C:7]2[CH:8]=[CH:9][C:10]([C:13]3[N:14]=[C:15]([N:36]4[CH2:41][CH2:40][O:39][CH2:38][C@@H:37]4[CH3:42])[C:16]4[CH2:21][N:20]([CH2:22][CH:23]5[CH2:28][CH2:27][NH:26][CH2:25][CH2:24]5)[CH2:19][C:17]=4[N:18]=3)=[CH:11][CH:12]=2)=[O:43])[CH2:3][CH2:2]1, predict the reactants needed to synthesize it. The reactants are: [CH:1]1([NH:4][C:5](=[O:43])[NH:6][C:7]2[CH:12]=[CH:11][C:10]([C:13]3[N:14]=[C:15]([N:36]4[CH2:41][CH2:40][O:39][CH2:38][C@@H:37]4[CH3:42])[C:16]4[CH2:21][N:20]([CH2:22][CH:23]5[CH2:28][CH2:27][N:26](C(OC(C)(C)C)=O)[CH2:25][CH2:24]5)[CH2:19][C:17]=4[N:18]=3)=[CH:9][CH:8]=2)[CH2:3][CH2:2]1.Cl.CO.